The task is: Predict the product of the given reaction.. This data is from Forward reaction prediction with 1.9M reactions from USPTO patents (1976-2016). (1) Given the reactants CC1(C)COB([C:8]2[CH:17]=[CH:16][C:11]([C:12]([O:14][CH3:15])=[O:13])=[CH:10][C:9]=2[C:18]([N:20]2[CH2:29][CH2:28][C:27]3[C:22](=[CH:23][CH:24]=[CH:25][CH:26]=3)[CH2:21]2)=[O:19])OC1.Br[C:32]1[N:33]([CH2:48][O:49][CH2:50][CH2:51][Si:52]([CH3:55])([CH3:54])[CH3:53])[CH:34]=[C:35]([C:37]([N:39]([CH2:44][CH2:45][CH2:46][CH3:47])[CH2:40][CH2:41][CH2:42][CH3:43])=[O:38])[N:36]=1.[O-]P([O-])([O-])=O.[K+].[K+].[K+], predict the reaction product. The product is: [CH2:40]([N:39]([CH2:44][CH2:45][CH2:46][CH3:47])[C:37]([C:35]1[N:36]=[C:32]([C:8]2[CH:17]=[CH:16][C:11]([C:12]([O:14][CH3:15])=[O:13])=[CH:10][C:9]=2[C:18]([N:20]2[CH2:29][CH2:28][C:27]3[C:22](=[CH:23][CH:24]=[CH:25][CH:26]=3)[CH2:21]2)=[O:19])[N:33]([CH2:48][O:49][CH2:50][CH2:51][Si:52]([CH3:55])([CH3:54])[CH3:53])[CH:34]=1)=[O:38])[CH2:41][CH2:42][CH3:43]. (2) Given the reactants [F:1][C:2]1[CH:7]=[C:6]([CH3:8])[CH:5]=[C:4]([F:9])[C:3]=1[C:10]1[N:15]=[C:14]([C:16]([O:18]C)=[O:17])[CH:13]=[CH:12][C:11]=1[F:20].[Li+].[OH-], predict the reaction product. The product is: [F:1][C:2]1[CH:7]=[C:6]([CH3:8])[CH:5]=[C:4]([F:9])[C:3]=1[C:10]1[N:15]=[C:14]([C:16]([OH:18])=[O:17])[CH:13]=[CH:12][C:11]=1[F:20]. (3) The product is: [Cl:23][C:12]1[N:13]=[C:14]([N:17]2[CH2:22][CH2:21][O:20][CH2:19][CH2:18]2)[C:15]2[N:16]=[C:8]3[N:9]([C:10]=2[N:11]=1)[CH2:2][C:3](=[O:4])[NH:5][CH:6]3[CH3:7]. Given the reactants Br[CH2:2][C:3]([NH:5][CH:6]([C:8]1[NH:9][C:10]2[C:15]([N:16]=1)=[C:14]([N:17]1[CH2:22][CH2:21][O:20][CH2:19][CH2:18]1)[N:13]=[C:12]([Cl:23])[N:11]=2)[CH3:7])=[O:4].C(=O)([O-])[O-].[Cs+].[Cs+], predict the reaction product.